Task: Predict which catalyst facilitates the given reaction.. Dataset: Catalyst prediction with 721,799 reactions and 888 catalyst types from USPTO (1) Reactant: CS(C)=O.C(Cl)(=O)C(Cl)=O.[C:11]([C:13]1([OH:19])[CH2:17][CH2:16][CH2:15][CH:14]1[OH:18])#[CH:12].C(N(CC)CC)C. Product: [C:11]([C:13]1([OH:19])[CH2:17][CH2:16][CH2:15][C:14]1=[O:18])#[CH:12]. The catalyst class is: 4. (2) Reactant: [CH3:1][O:2][C:3]1[N:8]=[C:7]([O:9][CH3:10])[C:6]([N:11](C(OC(C)(C)C)=O)[NH:12]C(OC(C)(C)C)=O)=[CH:5][N:4]=1.Cl. The catalyst class is: 5. Product: [NH:11]([C:6]1[C:7]([O:9][CH3:10])=[N:8][C:3]([O:2][CH3:1])=[N:4][CH:5]=1)[NH2:12]. (3) Reactant: C(NC(C)C)(C)C.[Li][CH2:9][CH2:10][CH2:11][CH3:12].[C:13]([N:20]1[CH2:25][CH2:24][CH:23]([C:26]([O:28][CH2:29][CH3:30])=[O:27])[CH2:22][CH2:21]1)([O:15][C:16]([CH3:19])([CH3:18])[CH3:17])=[O:14]. Product: [CH2:29]([O:28][C:26]([C:23]1([CH2:12][CH2:11][CH:10]=[CH2:9])[CH2:24][CH2:25][N:20]([C:13]([O:15][C:16]([CH3:19])([CH3:18])[CH3:17])=[O:14])[CH2:21][CH2:22]1)=[O:27])[CH3:30]. The catalyst class is: 1.